This data is from Buchwald-Hartwig C-N cross coupling reaction yields with 55,370 reactions. The task is: Predict the reaction yield, written as a fraction of the theoretical maximum amount of product (1.0 means a 100% yield; for example, 0.34 means a 34% yield). (1) The reactants are Brc1ccccn1.Cc1ccc(N)cc1.O=S(=O)(O[Pd]1c2ccccc2-c2ccccc2N~1)C(F)(F)F.CC(C)c1cc(C(C)C)c(-c2ccccc2P(C2CCCCC2)C2CCCCC2)c(C(C)C)c1.CN(C)C(=NC(C)(C)C)N(C)C.Cc1cc(C)on1. No catalyst specified. The product is Cc1ccc(Nc2ccccn2)cc1. The yield is 0.435. (2) The reactants are Ic1ccccn1.Cc1ccc(N)cc1.O=S(=O)(O[Pd]1c2ccccc2-c2ccccc2N~1)C(F)(F)F.CC(C)c1cc(C(C)C)c(-c2ccccc2P(C(C)(C)C)C(C)(C)C)c(C(C)C)c1.CCN=P(N=P(N(C)C)(N(C)C)N(C)C)(N(C)C)N(C)C.COC(=O)c1cc(-c2cccs2)on1. No catalyst specified. The product is Cc1ccc(Nc2ccccn2)cc1. The yield is 0.703. (3) The reactants are COc1ccc(Br)cc1.Cc1ccc(N)cc1.O=S(=O)(O[Pd]1c2ccccc2-c2ccccc2N~1)C(F)(F)F.CC(C)c1cc(C(C)C)c(-c2ccccc2P(C(C)(C)C)C(C)(C)C)c(C(C)C)c1.CN(C)C(=NC(C)(C)C)N(C)C.CCOC(=O)c1cc(C)on1. No catalyst specified. The product is COc1ccc(Nc2ccc(C)cc2)cc1. The yield is 0.395.